From a dataset of Peptide-MHC class I binding affinity with 185,985 pairs from IEDB/IMGT. Regression. Given a peptide amino acid sequence and an MHC pseudo amino acid sequence, predict their binding affinity value. This is MHC class I binding data. The peptide sequence is EEMNLPGRW. The MHC is HLA-A02:01 with pseudo-sequence HLA-A02:01. The binding affinity (normalized) is 0.